This data is from Full USPTO retrosynthesis dataset with 1.9M reactions from patents (1976-2016). The task is: Predict the reactants needed to synthesize the given product. (1) Given the product [CH3:14][O:15][CH2:16][CH2:17][C:18]1[O:13][C:7]([C:4]2[CH:3]=[CH:2][CH:1]=[CH:6][CH:5]=2)=[C:8]([C:9]([OH:11])=[O:10])[N:12]=1, predict the reactants needed to synthesize it. The reactants are: [CH:1]1[CH:6]=[CH:5][C:4]([CH:7]([OH:13])[CH:8]([NH2:12])[C:9]([OH:11])=[O:10])=[CH:3][CH:2]=1.[CH3:14][O:15][CH2:16][CH2:17][C:18](O)=O. (2) Given the product [CH3:12][S:1][C:2]1[NH:3][CH:4]=[C:5]([C:7]([O:9][CH2:10][CH3:11])=[O:8])[N:6]=1, predict the reactants needed to synthesize it. The reactants are: [SH:1][C:2]1[NH:3][CH:4]=[C:5]([C:7]([O:9][CH2:10][CH3:11])=[O:8])[N:6]=1.[C:12]([O-])([O-])=O.[K+].[K+].CI. (3) Given the product [O:18]=[C:15]1[C:16]2[C:12](=[CH:11][CH:10]=[C:9]([O:8][C:4](=[O:5])[N:3]([CH2:1][CH3:2])[CH3:7])[CH:17]=2)[CH2:13][CH2:14]1, predict the reactants needed to synthesize it. The reactants are: [CH2:1]([N:3]([CH3:7])[C:4](Cl)=[O:5])[CH3:2].[OH:8][C:9]1[CH:17]=[C:16]2[C:12]([CH2:13][CH2:14][C:15]2=[O:18])=[CH:11][CH:10]=1.C(=O)([O-])[O-].[K+].[K+].